Regression/Classification. Given a drug SMILES string, predict its absorption, distribution, metabolism, or excretion properties. Task type varies by dataset: regression for continuous measurements (e.g., permeability, clearance, half-life) or binary classification for categorical outcomes (e.g., BBB penetration, CYP inhibition). Dataset: cyp2c19_veith. From a dataset of CYP2C19 inhibition data for predicting drug metabolism from PubChem BioAssay. (1) The molecule is COC(=O)[C@@]1(Cc2ccccc2)[C@H]2c3cc(C(=O)N(C)C)n(C)c3C[C@H]2CN1C(=O)c1ccccc1. The result is 1 (inhibitor). (2) The compound is O=C(Nc1cccc(F)c1)/C(=C\c1ccco1)NC(=O)c1cccs1. The result is 1 (inhibitor).